This data is from Experimentally validated miRNA-target interactions with 360,000+ pairs, plus equal number of negative samples. The task is: Binary Classification. Given a miRNA mature sequence and a target amino acid sequence, predict their likelihood of interaction. Result: 1 (interaction). The protein sequence of the target gene is MTQLASAVWLPTLLLLLLLFWLPGCVPLHGPSTMSGSVGESLSVSCRYEEKFKTKDKYWCRVSLKILCKDIVKTSSSEEARSGRVTIRDHPDNLTFTVTYESLTLEDADTYMCAVDISLFDGSLGFDKYFKIELSVVPSEDPVSSPGPTLETPVVSTSLPTKGPALGSNTEGHREHDYSQGLRLPALLSVLALLLFLLVGTSLLAWRMFQKRLVKADRHPELSQNLRQASEQNECQYVNLQLHTWSLREEPVLPSQVEVVEYSTLALPQEELHYSSVAFNSQRQDSHANGDSLHQPQDQK.... The miRNA is mmu-miR-30e-5p with sequence UGUAAACAUCCUUGACUGGAAG.